From a dataset of Full USPTO retrosynthesis dataset with 1.9M reactions from patents (1976-2016). Predict the reactants needed to synthesize the given product. (1) Given the product [CH2:1]1[C:4]2([CH2:5][CH2:6][CH2:7]2)[CH2:3][C:2]1([C:13]([OH:15])=[O:14])[C:8]([OH:10])=[O:9], predict the reactants needed to synthesize it. The reactants are: [CH2:1]1[C:4]2([CH2:7][CH2:6][CH2:5]2)[CH2:3][C:2]1([C:13]([O:15]CC)=[O:14])[C:8]([O:10]CC)=[O:9].[OH-].[K+]. (2) Given the product [CH3:2][S:3]([C:6]1[CH:7]=[CH:8][C:9]([CH2:10][CH:11]2[CH2:12][CH2:13][NH:14][CH2:15][CH2:16]2)=[CH:17][CH:18]=1)(=[O:5])=[O:4], predict the reactants needed to synthesize it. The reactants are: Cl.[CH3:2][S:3]([C:6]1[CH:18]=[CH:17][C:9]([CH2:10][CH:11]2[CH2:16][CH2:15][NH:14][CH2:13][CH2:12]2)=[CH:8][CH:7]=1)(=[O:5])=[O:4].[OH-].[Na+]. (3) Given the product [NH:34]1[CH2:35][CH2:36][CH2:37][C@H:33]1[C:41]1[NH:53][C:52](=[O:54])[C:44]2[O:45][C:46]3[CH:51]=[CH:50][CH:49]=[CH:48][C:47]=3[C:43]=2[N:42]=1, predict the reactants needed to synthesize it. The reactants are: BrC1C=CC2OC3C(=O)NC(C4CCN(C(OC(C)(C)C)=O)CC4)=NC=3C=2C=1.CC([C@:33]1([C:41](=O)[NH:42][C:43]2[C:47]3[CH:48]=[CH:49][CH:50]=[CH:51][C:46]=3[O:45][C:44]=2[C:52](=[O:54])[NH2:53])[CH2:37][CH2:36][CH2:35][N:34]1C([O-])=O)(C)C.BrC1C=CC2OC(C(=O)N)=C(NC(C3CCN(C(OC(C)(C)C)=O)CC3)=O)C=2C=1. (4) Given the product [C:1]([O:4][C:5]1[CH:6]=[C:7]2[C:12](=[C:13]([F:15])[CH:14]=1)[N:11]=[C:10]([OH:16])[CH:9]=[CH:8]2)(=[O:3])[CH3:2], predict the reactants needed to synthesize it. The reactants are: [C:1]([O:4][C:5]1[CH:6]=[C:7]2[C:12](=[C:13]([F:15])[CH:14]=1)[NH:11][C:10](=[O:16])[CH2:9][CH2:8]2)(=[O:3])[CH3:2].C(C1C(=O)C(Cl)=C(Cl)C(=O)C=1C#N)#N. (5) Given the product [F:21][C:17]1[CH:16]=[C:15]2[C:20]([C:11]([N:10]3[C:5]4[C:6](=[N:7][C:2]([NH2:47])=[C:3]([N:34]5[CH2:39][CH2:38][O:37][CH2:36][CH2:35]5)[CH:4]=4)[C:8]4([CH2:33][CH2:32][O:31][CH2:30][CH2:29]4)[CH2:9]3)=[C:12]([CH3:28])[C:13]([C:22]3[CH:27]=[CH:26][CH:25]=[CH:24][N:23]=3)=[N:14]2)=[CH:19][CH:18]=1, predict the reactants needed to synthesize it. The reactants are: Br[C:2]1[N:7]=[C:6]2[C:8]3([CH2:33][CH2:32][O:31][CH2:30][CH2:29]3)[CH2:9][N:10]([C:11]3[C:20]4[C:15](=[CH:16][C:17]([F:21])=[CH:18][CH:19]=4)[N:14]=[C:13]([C:22]4[CH:27]=[CH:26][CH:25]=[CH:24][N:23]=4)[C:12]=3[CH3:28])[C:5]2=[CH:4][C:3]=1[N:34]1[CH2:39][CH2:38][O:37][CH2:36][CH2:35]1.COC1C=CC(C[NH2:47])=CC=1.CC(C)([O-])C.[Na+]. (6) Given the product [CH2:2]([C:1]1[N:19]([CH2:20][CH2:21][CH2:22][C:23]([O:25][CH2:26][CH3:27])=[O:24])[C:18]2[C:17]3[N:16]=[CH:15][CH:14]=[CH:13][C:12]=3[N:11]=[CH:10][C:9]=2[N:8]=1)[CH2:3][CH2:4][CH3:5], predict the reactants needed to synthesize it. The reactants are: [C:1](Cl)(=O)[CH2:2][CH2:3][CH2:4][CH3:5].[NH2:8][C:9]1[CH:10]=[N:11][C:12]2[C:17]([C:18]=1[NH:19][CH2:20][CH2:21][CH2:22][C:23]([O:25][CH2:26][CH3:27])=[O:24])=[N:16][CH:15]=[CH:14][CH:13]=2.Cl.N1C=CC=CC=1. (7) Given the product [C:56]([O:55][C:54]([NH:53][CH2:52][CH2:51][CH2:50][O:1][C:2]1[CH:10]=[CH:9][C:8]([C:11]2[N:12]([C:22]([O:24][C:25]([CH3:26])([CH3:28])[CH3:27])=[O:23])[C:13]3[C:18]([CH:19]=2)=[CH:17][C:16]([CH:20]=[O:21])=[CH:15][CH:14]=3)=[C:7]2[C:3]=1[CH2:4][NH:5][C:6]2=[O:29])=[O:60])([CH3:59])([CH3:58])[CH3:57], predict the reactants needed to synthesize it. The reactants are: [OH:1][C:2]1[CH:10]=[CH:9][C:8]([C:11]2[N:12]([C:22]([O:24][C:25]([CH3:28])([CH3:27])[CH3:26])=[O:23])[C:13]3[C:18]([CH:19]=2)=[CH:17][C:16]([CH:20]=[O:21])=[CH:15][CH:14]=3)=[C:7]2[C:3]=1[CH2:4][NH:5][C:6]2=[O:29].C1(P(C2C=CC=CC=2)C2C=CC=CC=2)C=CC=CC=1.O[CH2:50][CH2:51][CH2:52][NH:53][C:54](=[O:60])[O:55][C:56]([CH3:59])([CH3:58])[CH3:57].CCOC(/N=N/C(OCC)=O)=O.C1(C)C=CC=CC=1.